This data is from Forward reaction prediction with 1.9M reactions from USPTO patents (1976-2016). The task is: Predict the product of the given reaction. The product is: [Cl:1][C:2]1[CH:10]=[C:9]2[C:5]([C:6]([C:11]([N:13]3[CH2:18][CH2:17][CH:16]([C:19]4[CH:24]=[CH:23][CH:22]=[CH:21][C:20]=4[F:25])[CH2:15][CH2:14]3)=[O:12])=[CH:7][N:8]2[CH2:27][C:28]([N:30]2[CH2:35][CH2:34][N:33]([CH3:36])[CH2:32][CH2:31]2)=[O:29])=[CH:4][CH:3]=1. Given the reactants [Cl:1][C:2]1[CH:10]=[C:9]2[C:5]([C:6]([C:11]([N:13]3[CH2:18][CH2:17][CH:16]([C:19]4[CH:24]=[CH:23][CH:22]=[CH:21][C:20]=4[F:25])[CH2:15][CH2:14]3)=[O:12])=[CH:7][NH:8]2)=[CH:4][CH:3]=1.Cl[CH2:27][C:28]([N:30]1[CH2:35][CH2:34][N:33]([CH3:36])[CH2:32][CH2:31]1)=[O:29], predict the reaction product.